This data is from Full USPTO retrosynthesis dataset with 1.9M reactions from patents (1976-2016). The task is: Predict the reactants needed to synthesize the given product. (1) Given the product [CH2:16]([O:17][C:18]1[CH:19]=[CH:20][C:21]([NH:24][C:2]2[N:7]3[N:8]=[CH:9][CH:10]=[C:6]3[C:5]([C:11]#[N:12])=[C:4]([OH:13])[C:3]=2[CH3:14])=[CH:22][CH:23]=1)[CH3:15], predict the reactants needed to synthesize it. The reactants are: Cl[C:2]1[N:7]2[N:8]=[CH:9][CH:10]=[C:6]2[C:5]([C:11]#[N:12])=[C:4]([OH:13])[C:3]=1[CH3:14].[CH3:15][CH2:16][O:17][C:18]1[CH:19]=[CH:20][C:21]([NH2:24])=[CH:22][CH:23]=1. (2) Given the product [O:18]1[CH2:19][CH2:20][O:21][C:16]2[CH:15]=[C:14]([CH2:13][C:12]3[C:11]([CH3:65])=[CH:10][C:9]([OH:8])=[C:25]([C@H:26]4[C@H:31]([OH:32])[C@@H:30]([OH:40])[C@H:29]([OH:48])[C@@H:28]([CH2:56][OH:57])[S:27]4)[CH:24]=3)[CH:23]=[CH:22][C:17]1=2, predict the reactants needed to synthesize it. The reactants are: C([O:8][C:9]1[C:25]([C@H:26]2[C@H:31]([O:32]CC3C=CC=CC=3)[C@@H:30]([O:40]CC3C=CC=CC=3)[C@H:29]([O:48]CC3C=CC=CC=3)[C@@H:28]([CH2:56][O:57]CC3C=CC=CC=3)[S:27]2)=[CH:24][C:12]([CH2:13][C:14]2[CH:23]=[CH:22][C:17]3[O:18][CH2:19][CH2:20][O:21][C:16]=3[CH:15]=2)=[C:11]([CH3:65])[CH:10]=1)C1C=CC=CC=1.CC1C(C)=C(C)C(C)=C(C)C=1.B(Cl)(Cl)Cl.